Dataset: Catalyst prediction with 721,799 reactions and 888 catalyst types from USPTO. Task: Predict which catalyst facilitates the given reaction. (1) Reactant: [O:1]1[C:6]2[CH:7]=[CH:8][C:9]([CH2:11][CH2:12][N:13]3[CH2:18][CH2:17][N:16]([CH2:19][CH2:20][N:21]4[C:30]5[C:25](=[CH:26][CH:27]=[C:28]([O:31][CH3:32])[CH:29]=5)[C:24]([CH3:33])=[CH:23][C:22]4=[O:34])[CH2:15][CH:14]3[C:35]([O:37]CC)=[O:36])=[CH:10][C:5]=2[O:4][CH2:3][CH2:2]1.[OH-].[Na+]. Product: [O:1]1[C:6]2[CH:7]=[CH:8][C:9]([CH2:11][CH2:12][N:13]3[CH2:18][CH2:17][N:16]([CH2:19][CH2:20][N:21]4[C:30]5[C:25](=[CH:26][CH:27]=[C:28]([O:31][CH3:32])[CH:29]=5)[C:24]([CH3:33])=[CH:23][C:22]4=[O:34])[CH2:15][CH:14]3[C:35]([OH:37])=[O:36])=[CH:10][C:5]=2[O:4][CH2:3][CH2:2]1. The catalyst class is: 5. (2) Reactant: [CH2:1]([CH:6]1[CH2:11][CH2:10][CH:9]([S:12]([CH2:15][S:16]([CH:19]2[CH2:24][CH2:23][CH:22]([CH2:25][CH2:26][CH2:27][CH2:28][CH3:29])[CH2:21][CH2:20]2)(=[O:18])=[O:17])(=[O:14])=[O:13])[CH2:8][CH2:7]1)[CH2:2][CH2:3][CH2:4][CH3:5].C1(C)C=CC(S([N:39]=[N+:40]=[N-])(=O)=O)=CC=1.C(O)C.[OH-].[Na+]. Product: [CH2:1]([CH:6]1[CH2:7][CH2:8][CH:9]([S:12]([C:15]([S:16]([CH:19]2[CH2:20][CH2:21][CH:22]([CH2:25][CH2:26][CH2:27][CH2:28][CH3:29])[CH2:23][CH2:24]2)(=[O:18])=[O:17])=[N+:39]=[N-:40])(=[O:14])=[O:13])[CH2:10][CH2:11]1)[CH2:2][CH2:3][CH2:4][CH3:5]. The catalyst class is: 35. (3) The catalyst class is: 143. Reactant: [C:9](O[C:9]([O:11][C:12]([CH3:15])([CH3:14])[CH3:13])=[O:10])([O:11][C:12]([CH3:15])([CH3:14])[CH3:13])=[O:10].C(N(CC)CC)C.[NH:23]1[C:26]2([CH2:29][CH2:28][CH2:27]2)[CH2:25][C:24]1=[O:30]. Product: [O:30]=[C:24]1[CH2:25][C:26]2([CH2:29][CH2:28][CH2:27]2)[N:23]1[C:9]([O:11][C:12]([CH3:13])([CH3:14])[CH3:15])=[O:10].